Dataset: Forward reaction prediction with 1.9M reactions from USPTO patents (1976-2016). Task: Predict the product of the given reaction. Given the reactants [OH:1][C:2]1[CH:10]=[CH:9][C:5]([C:6]([OH:8])=O)=[CH:4][N:3]=1.C([N:18]1[CH:22]=[CH:21][N:20]=[CH:19]1)([N:18]1[CH:22]=[CH:21][N:20]=[CH:19]1)=O.N1C=C[CH:26]=[C:25](CN)[CH:24]=1.OC1C=CC(CN2C=CN=C2)=CN=1, predict the reaction product. The product is: [OH:1][C:2]1[CH:10]=[CH:9][C:5]([C:6]([NH:18][CH2:22][C:21]2[CH:26]=[CH:25][CH:24]=[CH:19][N:20]=2)=[O:8])=[CH:4][N:3]=1.